From a dataset of Forward reaction prediction with 1.9M reactions from USPTO patents (1976-2016). Predict the product of the given reaction. (1) Given the reactants [N-:1]=[N+:2]=[N-:3].[Na+].[S:5](O[S:5]([C:8]([F:11])([F:10])[F:9])(=[O:7])=[O:6])([C:8]([F:11])([F:10])[F:9])(=[O:7])=[O:6], predict the reaction product. The product is: [S:5]([N:1]=[N+:2]=[N-:3])([C:8]([F:11])([F:10])[F:9])(=[O:7])=[O:6]. (2) Given the reactants Br[C:2]1[C:3]2[N:10]([CH2:11][CH3:12])[C:9]([C:13]3[C:14]([NH2:18])=[N:15][O:16][N:17]=3)=[N:8][C:4]=2[CH:5]=[N:6][CH:7]=1.[C:19]([C:22]1[CH:27]=[CH:26][C:25](B(O)O)=[CH:24][CH:23]=1)([OH:21])=[O:20].C(=O)([O-])[O-].[Na+].[Na+], predict the reaction product. The product is: [NH2:18][C:14]1[C:13]([C:9]2[N:10]([CH2:11][CH3:12])[C:3]3[C:2]([C:25]4[CH:26]=[CH:27][C:22]([C:19]([OH:21])=[O:20])=[CH:23][CH:24]=4)=[CH:7][N:6]=[CH:5][C:4]=3[N:8]=2)=[N:17][O:16][N:15]=1. (3) Given the reactants [F:1][C:2]1[CH:7]=[C:6]([CH3:8])[CH:5]=[CH:4][N:3]=1.[F:9][C:10]1[CH:20]=[CH:19][C:13]([C:14](OCC)=[O:15])=[CH:12][CH:11]=1.C[Si]([N-][Si](C)(C)C)(C)C.[Na+].CCOC(C)=O, predict the reaction product. The product is: [F:9][C:10]1[CH:20]=[CH:19][C:13]([C:14](=[O:15])[CH2:8][C:6]2[CH:5]=[CH:4][N:3]=[C:2]([F:1])[CH:7]=2)=[CH:12][CH:11]=1. (4) Given the reactants [OH:1][CH2:2][CH2:3][C:4]1[CH:9]=[CH:8][C:7]([OH:10])=[CH:6][CH:5]=1.[C:11]([Si:15]([CH3:32])([CH3:31])[O:16][CH:17]1[CH2:22][CH2:21][N:20]([C:23](N2C=C[N+](C)=C2)=[O:24])[CH2:19][CH2:18]1)([CH3:14])([CH3:13])[CH3:12].[I-], predict the reaction product. The product is: [OH:1][CH2:2][CH2:3][C:4]1[CH:9]=[CH:8][C:7]([O:10][C:23]([N:20]2[CH2:21][CH2:22][CH:17]([O:16][Si:15]([C:11]([CH3:14])([CH3:13])[CH3:12])([CH3:31])[CH3:32])[CH2:18][CH2:19]2)=[O:24])=[CH:6][CH:5]=1.